From a dataset of Full USPTO retrosynthesis dataset with 1.9M reactions from patents (1976-2016). Predict the reactants needed to synthesize the given product. (1) Given the product [CH3:1][O:2][C:3]([C:5]1[N:6]([S:15]([C:18]2[CH:23]=[CH:22][C:21]([CH3:24])=[CH:20][CH:19]=2)(=[O:17])=[O:16])[C:7]2[C:12]([CH:13]=1)=[CH:11][CH:10]=[C:9]([CH:28]1[CH2:26][CH2:25]1)[CH:8]=2)=[O:4], predict the reactants needed to synthesize it. The reactants are: [CH3:1][O:2][C:3]([C:5]1[N:6]([S:15]([C:18]2[CH:23]=[CH:22][C:21]([CH3:24])=[CH:20][CH:19]=2)(=[O:17])=[O:16])[C:7]2[C:12]([CH:13]=1)=[CH:11][CH:10]=[C:9](Br)[CH:8]=2)=[O:4].[CH3:25][C:26](P(C(C)(C)C)C1C=CC=CC=1)([CH3:28])C.C(=O)([O-])[O-].[Cs+].[Cs+].C1(C)C=CC=CC=1. (2) The reactants are: Br[C:2]1[C:7](=[O:8])[N:6]2[CH:9]=[CH:10][CH:11]=[CH:12][C:5]2=[N:4][C:3]=1[NH:13][CH2:14][CH2:15][CH3:16].BrC1C(=O)N2C=CC=CC2=NC=1CCCC.[Cl:33][C:34]1[CH:39]=[CH:38][C:37](B(O)O)=[CH:36][CH:35]=1.COC1C=CC(B(O)O)=CC=1. Given the product [Cl:33][C:34]1[CH:39]=[CH:38][C:37]([C:2]2[C:7](=[O:8])[N:6]3[CH:9]=[CH:10][CH:11]=[CH:12][C:5]3=[N:4][C:3]=2[NH:13][CH2:14][CH2:15][CH3:16])=[CH:36][CH:35]=1, predict the reactants needed to synthesize it. (3) Given the product [Cl:1][C:2]1[CH:9]=[CH:8][CH:7]=[C:6]([F:10])[C:3]=1[CH2:4][N:5]1[C:48]2[N:49]=[CH:50][CH:51]=[CH:52][C:47]=2[S:46](=[O:54])(=[O:53])[N:45]([C:55]2[CH:60]=[CH:59][C:58]([O:61][CH3:62])=[C:57]([O:63][CH3:64])[N:14]=2)[C:44]1=[O:65], predict the reactants needed to synthesize it. The reactants are: [Cl:1][C:2]1[CH:9]=[CH:8][CH:7]=[C:6]([F:10])[C:3]=1[CH2:4][NH2:5].C([N:14](CC)C(C)C)(C)C.C(N1C=CN=C1)(N1C=CN=C1)=O.C(N(CC)CC)C.FC1C=C(OC)C=C(F)C=1CN1[C:48]2[N:49]=[CH:50][CH:51]=[CH:52][C:47]=2[S:46](=[O:54])(=[O:53])[N:45]([C:55]2[CH:60]=[CH:59][C:58]([O:61][CH3:62])=[C:57]([O:63][CH3:64])C=2)[C:44]1=[O:65]. (4) Given the product [Cl:1][C:2]1[CH:3]=[C:4]2[C:8](=[C:9]([CH:11]([O:13][CH2:14][C:15]3([C:28]4[CH:29]=[CH:30][CH:31]=[CH:32][CH:33]=4)[CH2:16][CH2:17][NH:18][CH2:19][CH2:20]3)[CH3:12])[CH:10]=1)[NH:7][N:6]=[CH:5]2, predict the reactants needed to synthesize it. The reactants are: [Cl:1][C:2]1[CH:3]=[C:4]2[C:8](=[C:9]([CH:11]([O:13][CH2:14][C:15]3([C:28]4[CH:33]=[CH:32][CH:31]=[CH:30][CH:29]=4)[CH2:20][CH2:19][N:18](C(OC(C)(C)C)=O)[CH2:17][CH2:16]3)[CH3:12])[CH:10]=1)[NH:7][N:6]=[CH:5]2.FC(F)(F)C(O)=O.C(Cl)Cl. (5) Given the product [NH2:13][C@@:3]([C:4]1[CH:9]=[CH:8][CH:7]=[CH:6][C:5]=1[F:10])([CH2:11][F:12])[C:2]([F:22])([F:1])[CH2:20][OH:21], predict the reactants needed to synthesize it. The reactants are: [F:1][C:2]([F:22])([CH2:20][OH:21])[C@@:3]([NH:13]S(C(C)(C)C)=O)([CH2:11][F:12])[C:4]1[CH:9]=[CH:8][CH:7]=[CH:6][C:5]=1[F:10].Cl. (6) Given the product [CH3:16][N:17]([CH3:18])[C:2]1[N:3]=[CH:4][C:5]([C:6]([O:8][CH3:9])=[O:7])=[C:10]([C:12]([F:15])([F:14])[F:13])[CH:11]=1, predict the reactants needed to synthesize it. The reactants are: Cl[C:2]1[CH:11]=[C:10]([C:12]([F:15])([F:14])[F:13])[C:5]([C:6]([O:8][CH3:9])=[O:7])=[CH:4][N:3]=1.[CH3:16][NH:17][CH3:18]. (7) The reactants are: [F:1][C:2]1[CH:7]=[CH:6][C:5]([C@:8]2([CH2:29][CH2:30][CH2:31][OH:32])[O:13][C:12](=[O:14])[N:11]([C@H:15]3[CH2:20][CH2:19][CH2:18][N:17]([C:21]4[CH:28]=[CH:27][C:24]([C:25]#[N:26])=[CH:23][N:22]=4)[CH2:16]3)[CH2:10][CH2:9]2)=[CH:4][CH:3]=1.OO.C([O-])([O-])=[O:36].[K+].[K+].O. Given the product [F:1][C:2]1[CH:7]=[CH:6][C:5]([C@:8]2([CH2:29][CH2:30][CH2:31][OH:32])[O:13][C:12](=[O:14])[N:11]([C@H:15]3[CH2:20][CH2:19][CH2:18][N:17]([C:21]4[CH:28]=[CH:27][C:24]([C:25]([NH2:26])=[O:36])=[CH:23][N:22]=4)[CH2:16]3)[CH2:10][CH2:9]2)=[CH:4][CH:3]=1, predict the reactants needed to synthesize it. (8) Given the product [Br:14][C:11]1[CH:12]=[CH:13][C:8]([C:6]2[CH:5]=[CH:4][N:18]=[C:16]([NH:15][C:19]3[CH:24]=[CH:23][C:22]([S:25]([NH2:28])(=[O:26])=[O:27])=[CH:21][CH:20]=3)[N:17]=2)=[CH:9][CH:10]=1, predict the reactants needed to synthesize it. The reactants are: CN([CH:4]=[CH:5][C:6]([C:8]1[CH:13]=[CH:12][C:11]([Br:14])=[CH:10][CH:9]=1)=O)C.[NH:15]([C:19]1[CH:24]=[CH:23][C:22]([S:25]([NH2:28])(=[O:27])=[O:26])=[CH:21][CH:20]=1)[C:16]([NH2:18])=[NH:17].CN1C(=O)CCC1. (9) Given the product [NH2:1][C:2]1[N:10]=[CH:9][N:8]=[C:7]2[C:3]=1[N:4]([C:25]1[CH:26]=[CH:27][C:28]([O:31][C:32]3[CH:37]=[CH:36][CH:35]=[CH:34][CH:33]=3)=[CH:29][CH:30]=1)[C:5](=[O:24])[N:6]2[C@@H:11]1[CH2:16][CH2:15][CH2:14][NH:13][CH2:12]1, predict the reactants needed to synthesize it. The reactants are: [NH2:1][C:2]1[N:10]=[CH:9][N:8]=[C:7]2[C:3]=1[N:4]([C:25]1[CH:30]=[CH:29][C:28]([O:31][C:32]3[CH:37]=[CH:36][CH:35]=[CH:34][CH:33]=3)=[CH:27][CH:26]=1)[C:5](=[O:24])[N:6]2[C@@H:11]1[CH2:16][CH2:15][CH2:14][N:13](C(OC(C)(C)C)=O)[CH2:12]1.C(O)(C(F)(F)F)=O. (10) Given the product [Si:6]([O:23][C@@H:24]1[C@@H:28]([CH2:29][O:30][Si:31]([C:44]([CH3:47])([CH3:46])[CH3:45])([C:32]2[CH:33]=[CH:34][CH:35]=[CH:36][CH:37]=2)[C:38]2[CH:39]=[CH:40][CH:41]=[CH:42][CH:43]=2)[O:27][CH:26]([OH:48])[C@H:25]1[F:50])([C:19]([CH3:21])([CH3:22])[CH3:20])([C:13]1[CH:18]=[CH:17][CH:16]=[CH:15][CH:14]=1)[C:7]1[CH:12]=[CH:11][CH:10]=[CH:9][CH:8]=1, predict the reactants needed to synthesize it. The reactants are: Br.C(O)(=O)C.[Si:6]([O:23][C@@H:24]1[C@@H:28]([CH2:29][O:30][Si:31]([C:44]([CH3:47])([CH3:46])[CH3:45])([C:38]2[CH:43]=[CH:42][CH:41]=[CH:40][CH:39]=2)[C:32]2[CH:37]=[CH:36][CH:35]=[CH:34][CH:33]=2)[O:27][CH:26]([O:48]C)[C@H:25]1[F:50])([C:19]([CH3:22])([CH3:21])[CH3:20])([C:13]1[CH:18]=[CH:17][CH:16]=[CH:15][CH:14]=1)[C:7]1[CH:12]=[CH:11][CH:10]=[CH:9][CH:8]=1.C(OCC)(=O)C.O.